This data is from Reaction yield outcomes from USPTO patents with 853,638 reactions. The task is: Predict the reaction yield, written as a fraction of the theoretical maximum amount of product (1.0 means a 100% yield; for example, 0.34 means a 34% yield). (1) The reactants are [NH2:1][C:2]1[CH:26]=[CH:25][C:5]([O:6][C:7]2[N:12]=[CH:11][N:10]=[C:9]([NH:13][C:14]([N:16]3[CH2:21][CH2:20][CH:19]([N:22]([CH3:24])[CH3:23])[CH2:18][CH2:17]3)=[O:15])[CH:8]=2)=[C:4]([F:27])[CH:3]=1.CC1(C)C2(CS(O)(=O)=O)C(CC1CC2)=O.[F:43][C:44]1[CH:49]=[CH:48][C:47]([CH2:50][C:51]([N:53]=[C:54]=[S:55])=[O:52])=[CH:46][CH:45]=1.C(=O)([O-])O.[Na+]. The catalyst is C(O)C.C1(C)C=CC=CC=1.C(OCC)(=O)C. The product is [F:27][C:4]1[CH:3]=[C:2]([NH:1][C:54]([NH:53][C:51](=[O:52])[CH2:50][C:47]2[CH:48]=[CH:49][C:44]([F:43])=[CH:45][CH:46]=2)=[S:55])[CH:26]=[CH:25][C:5]=1[O:6][C:7]1[N:12]=[CH:11][N:10]=[C:9]([NH:13][C:14]([N:16]2[CH2:21][CH2:20][CH:19]([N:22]([CH3:23])[CH3:24])[CH2:18][CH2:17]2)=[O:15])[CH:8]=1. The yield is 0.184. (2) The reactants are [I:1]C.[CH3:3][NH:4][C@@:5]12[C@@H:13]3[CH2:14][C@@H:10]([CH2:11][CH2:12]3)[C@@H:9]1[CH2:8][CH2:7][CH2:6]2.[CH3:15]COCC. The catalyst is C(#N)C. The product is [IH:1].[CH3:3][N:4]([CH3:15])[C@@:5]12[C@@H:13]3[CH2:14][C@@H:10]([CH2:11][CH2:12]3)[C@@H:9]1[CH2:8][CH2:7][CH2:6]2. The yield is 0.930.